This data is from NCI-60 drug combinations with 297,098 pairs across 59 cell lines. The task is: Regression. Given two drug SMILES strings and cell line genomic features, predict the synergy score measuring deviation from expected non-interaction effect. (1) Drug 1: CCC1(CC2CC(C3=C(CCN(C2)C1)C4=CC=CC=C4N3)(C5=C(C=C6C(=C5)C78CCN9C7C(C=CC9)(C(C(C8N6C)(C(=O)OC)O)OC(=O)C)CC)OC)C(=O)OC)O. Drug 2: C1CC(CCC1OC2=C(C(=CC=C2)Cl)F)(CC3=NC(=CC=C3)NC4=NC=CS4)C(=O)O. Cell line: NCIH23. Synergy scores: CSS=72.6, Synergy_ZIP=1.96, Synergy_Bliss=-0.699, Synergy_Loewe=-1.10, Synergy_HSA=4.17. (2) Drug 1: CC1C(C(CC(O1)OC2CC(CC3=C2C(=C4C(=C3O)C(=O)C5=C(C4=O)C(=CC=C5)OC)O)(C(=O)C)O)N)O.Cl. Drug 2: CC1=C2C(C(=O)C3(C(CC4C(C3C(C(C2(C)C)(CC1OC(=O)C(C(C5=CC=CC=C5)NC(=O)OC(C)(C)C)O)O)OC(=O)C6=CC=CC=C6)(CO4)OC(=O)C)O)C)O. Cell line: A498. Synergy scores: CSS=29.3, Synergy_ZIP=-10.6, Synergy_Bliss=-2.97, Synergy_Loewe=-7.95, Synergy_HSA=-1.17. (3) Drug 1: CCC1=CC2CC(C3=C(CN(C2)C1)C4=CC=CC=C4N3)(C5=C(C=C6C(=C5)C78CCN9C7C(C=CC9)(C(C(C8N6C)(C(=O)OC)O)OC(=O)C)CC)OC)C(=O)OC.C(C(C(=O)O)O)(C(=O)O)O. Drug 2: C1=C(C(=O)NC(=O)N1)N(CCCl)CCCl. Cell line: SK-MEL-2. Synergy scores: CSS=44.3, Synergy_ZIP=-4.58, Synergy_Bliss=-6.52, Synergy_Loewe=-22.3, Synergy_HSA=-6.09. (4) Synergy scores: CSS=-2.26, Synergy_ZIP=-0.307, Synergy_Bliss=-1.25, Synergy_Loewe=-1.82, Synergy_HSA=-2.19. Cell line: RXF 393. Drug 1: CC(C)NC(=O)C1=CC=C(C=C1)CNNC.Cl. Drug 2: C1CNP(=O)(OC1)N(CCCl)CCCl. (5) Drug 1: CCN(CC)CCCC(C)NC1=C2C=C(C=CC2=NC3=C1C=CC(=C3)Cl)OC. Drug 2: C1C(C(OC1N2C=NC3=C2NC=NCC3O)CO)O. Cell line: UO-31. Synergy scores: CSS=-2.79, Synergy_ZIP=0.0921, Synergy_Bliss=-1.63, Synergy_Loewe=-6.26, Synergy_HSA=-4.65. (6) Drug 1: CC12CCC3C(C1CCC2=O)CC(=C)C4=CC(=O)C=CC34C. Drug 2: CCC1(CC2CC(C3=C(CCN(C2)C1)C4=CC=CC=C4N3)(C5=C(C=C6C(=C5)C78CCN9C7C(C=CC9)(C(C(C8N6C=O)(C(=O)OC)O)OC(=O)C)CC)OC)C(=O)OC)O.OS(=O)(=O)O. Cell line: K-562. Synergy scores: CSS=93.1, Synergy_ZIP=3.17, Synergy_Bliss=4.37, Synergy_Loewe=-2.95, Synergy_HSA=3.72. (7) Drug 1: COC1=NC(=NC2=C1N=CN2C3C(C(C(O3)CO)O)O)N. Drug 2: C(CC(=O)O)C(=O)CN.Cl. Cell line: HT29. Synergy scores: CSS=-2.16, Synergy_ZIP=-0.189, Synergy_Bliss=-1.46, Synergy_Loewe=-8.65, Synergy_HSA=-5.68. (8) Drug 1: COC1=NC(=NC2=C1N=CN2C3C(C(C(O3)CO)O)O)N. Drug 2: C1=NC(=NC(=O)N1C2C(C(C(O2)CO)O)O)N. Cell line: MCF7. Synergy scores: CSS=13.3, Synergy_ZIP=-0.830, Synergy_Bliss=4.25, Synergy_Loewe=-4.18, Synergy_HSA=0.530.